This data is from Full USPTO retrosynthesis dataset with 1.9M reactions from patents (1976-2016). The task is: Predict the reactants needed to synthesize the given product. (1) Given the product [Cl:20][C:3]1[C:2]([C:27]2[CH:26]=[CH:25][CH:24]=[C:23]([O:22][CH3:21])[CH:28]=2)=[CH:7][N:6]=[C:5]2[N:8]([S:11]([C:14]3[CH:19]=[CH:18][CH:17]=[CH:16][CH:15]=3)(=[O:13])=[O:12])[CH:9]=[CH:10][C:4]=12, predict the reactants needed to synthesize it. The reactants are: Br[C:2]1[C:3]([Cl:20])=[C:4]2[CH:10]=[CH:9][N:8]([S:11]([C:14]3[CH:19]=[CH:18][CH:17]=[CH:16][CH:15]=3)(=[O:13])=[O:12])[C:5]2=[N:6][CH:7]=1.[CH3:21][O:22][C:23]1[CH:24]=[C:25](B(O)O)[CH:26]=[CH:27][CH:28]=1.C([O-])([O-])=O.[K+].[K+]. (2) Given the product [ClH:1].[CH2:33]([N:27]1[CH2:28][CH2:29][CH2:30][CH:25]([CH2:24][CH2:23][O:22][C:15]2[N:14]=[CH:13][C:12]([C:11]3[C:6]4[CH:5]=[CH:4][N:3]([CH3:2])[C:7]=4[N:8]=[C:9]([C:31]#[N:32])[N:10]=3)=[CH:17][C:16]=2[C:18]([F:20])([F:21])[F:19])[CH2:26]1)[CH3:34], predict the reactants needed to synthesize it. The reactants are: [ClH:1].[CH3:2][N:3]1[C:7]2[N:8]=[C:9]([C:31]#[N:32])[N:10]=[C:11]([C:12]3[CH:13]=[N:14][C:15]([O:22][CH2:23][CH2:24][CH:25]4[CH2:30][CH2:29][CH2:28][NH:27][CH2:26]4)=[C:16]([C:18]([F:21])([F:20])[F:19])[CH:17]=3)[C:6]=2[CH:5]=[CH:4]1.[C:33](O[BH-](OC(=O)C)OC(=O)C)(=O)[CH3:34].[Na+].C(=O)C.C([O-])(O)=O.[Na+]. (3) Given the product [Cl:8][CH2:7][CH2:6][CH2:5][O:4][C:2](=[O:3])[NH:9][C:10]1[N:42]=[C:13]2[C:14]([C:32]3[CH:37]=[CH:36][CH:35]=[C:34]([C:38]([F:40])([F:41])[F:39])[CH:33]=3)=[C:15]([CH3:31])[C:16]([C:18]3[N:22]([C:23]4[CH:30]=[CH:29][C:26]([C:27]#[N:28])=[CH:25][CH:24]=4)[N:21]=[CH:20][CH:19]=3)=[CH:17][N:12]2[N:11]=1, predict the reactants needed to synthesize it. The reactants are: Cl[C:2]([O:4][CH2:5][CH2:6][CH2:7][Cl:8])=[O:3].[NH2:9][C:10]1[N:42]=[C:13]2[C:14]([C:32]3[CH:37]=[CH:36][CH:35]=[C:34]([C:38]([F:41])([F:40])[F:39])[CH:33]=3)=[C:15]([CH3:31])[C:16]([C:18]3[N:22]([C:23]4[CH:30]=[CH:29][C:26]([C:27]#[N:28])=[CH:25][CH:24]=4)[N:21]=[CH:20][CH:19]=3)=[CH:17][N:12]2[N:11]=1.N1C=CC=CC=1. (4) Given the product [C:20]([C:23]1[CH:28]=[CH:27][CH:26]=[CH:25][C:24]=1[C:2]1[CH:7]=[CH:6][CH:5]=[CH:4][C:3]=1[NH:8][S:9]([C:12]1[CH:17]=[CH:16][C:15]([O:18][CH3:19])=[CH:14][CH:13]=1)(=[O:11])=[O:10])(=[O:22])[CH3:21], predict the reactants needed to synthesize it. The reactants are: Br[C:2]1[CH:7]=[CH:6][CH:5]=[CH:4][C:3]=1[NH:8][S:9]([C:12]1[CH:17]=[CH:16][C:15]([O:18][CH3:19])=[CH:14][CH:13]=1)(=[O:11])=[O:10].[C:20]([C:23]1[CH:28]=[CH:27][CH:26]=[CH:25][C:24]=1B(O)O)(=[O:22])[CH3:21].C(=O)([O-])[O-].[Na+].[Na+].[Cl-].[Na+]. (5) The reactants are: [F:1][C:2]1[C:7]([O:8][CH3:9])=[CH:6][CH:5]=[CH:4][C:3]=1[C:10]1[C:11]2[N:12]([N:16]=[C:17]([NH:19][C:20]3[CH:25]=[CH:24][C:23]([CH:26]4[CH2:31][CH2:30][NH:29][CH2:28][CH2:27]4)=[CH:22][CH:21]=3)[N:18]=2)[CH:13]=[CH:14][CH:15]=1.Cl[CH2:33][C:34]([N:36]([CH3:38])[CH3:37])=[O:35]. Given the product [F:1][C:2]1[C:7]([O:8][CH3:9])=[CH:6][CH:5]=[CH:4][C:3]=1[C:10]1[C:11]2[N:12]([N:16]=[C:17]([NH:19][C:20]3[CH:25]=[CH:24][C:23]([CH:26]4[CH2:27][CH2:28][N:29]([CH2:33][C:34]([N:36]([CH3:38])[CH3:37])=[O:35])[CH2:30][CH2:31]4)=[CH:22][CH:21]=3)[N:18]=2)[CH:13]=[CH:14][CH:15]=1, predict the reactants needed to synthesize it. (6) Given the product [CH3:25][C:26]1[S:27][C:28]([S:32]([NH:1][C:2]2[CH:3]=[C:4]([CH:21]=[CH:22][C:23]=2[CH3:24])[O:5][C:6]2[CH:7]=[CH:8][C:9]3[N:10]([CH:12]=[C:13]([NH:15][C:16]([CH:18]4[CH2:20][CH2:19]4)=[O:17])[N:14]=3)[N:11]=2)(=[O:34])=[O:33])=[C:29]([CH3:31])[N:30]=1, predict the reactants needed to synthesize it. The reactants are: [NH2:1][C:2]1[CH:3]=[C:4]([CH:21]=[CH:22][C:23]=1[CH3:24])[O:5][C:6]1[CH:7]=[CH:8][C:9]2[N:10]([CH:12]=[C:13]([NH:15][C:16]([CH:18]3[CH2:20][CH2:19]3)=[O:17])[N:14]=2)[N:11]=1.[CH3:25][C:26]1[S:27][C:28]([S:32](Cl)(=[O:34])=[O:33])=[C:29]([CH3:31])[N:30]=1.O. (7) The reactants are: [Br:1][CH:2]([Br:12])[CH2:3][CH2:4][CH2:5][CH2:6][CH2:7][CH2:8][CH2:9][CH2:10][CH3:11].[CH3:13][N:14]1[CH:18]=[CH:17][N:16]=[CH:15]1. Given the product [BrH:1].[Br:12][CH2:2][CH2:3][CH2:4][CH2:5][CH2:6][CH2:7][CH2:8][CH2:9][CH2:10][CH2:11][C:15]1[NH:16][CH:17]=[CH:18][N+:14]=1[CH3:13], predict the reactants needed to synthesize it.